From a dataset of Catalyst prediction with 721,799 reactions and 888 catalyst types from USPTO. Predict which catalyst facilitates the given reaction. Reactant: C(N(CC)CC)C.[CH3:8][S:9](Cl)(=[O:11])=[O:10].Cl.[C:14]([NH:18][C:19]([C:21]1[CH:25]=[C:24]([C:26]2[CH:31]=[CH:30][C:29]([CH2:32][NH2:33])=[CH:28][N:27]=2)[N:23]([C:34]2[CH:35]=[N:36][CH:37]=[CH:38][CH:39]=2)[N:22]=1)=[O:20])([CH3:17])([CH3:16])[CH3:15].O. Product: [C:14]([NH:18][C:19]([C:21]1[CH:25]=[C:24]([C:26]2[CH:31]=[CH:30][C:29]([CH2:32][NH:33][S:9]([CH3:8])(=[O:11])=[O:10])=[CH:28][N:27]=2)[N:23]([C:34]2[CH:35]=[N:36][CH:37]=[CH:38][CH:39]=2)[N:22]=1)=[O:20])([CH3:17])([CH3:15])[CH3:16]. The catalyst class is: 4.